Dataset: Full USPTO retrosynthesis dataset with 1.9M reactions from patents (1976-2016). Task: Predict the reactants needed to synthesize the given product. Given the product [F:32][C:26]1[CH:27]=[CH:28][CH:29]=[C:30]([F:31])[C:25]=1[NH:24][C:22](=[O:23])[C:21]1[CH:33]=[C:17]([C:9]2[N:10]=[C:11]3[CH:16]=[CH:15][CH:14]=[CH:13][N:12]3[C:8]=2[C:6]2[CH:5]=[CH:4][N:3]=[C:2]([NH:43][C:42]3[CH:44]=[C:38]([CH2:36][CH3:37])[C:39]([N:47]4[CH2:48][CH2:49][CH:50]([N:53]5[CH2:54][CH2:55][N:56]([S:59]([CH3:62])(=[O:61])=[O:60])[CH2:57][CH2:58]5)[CH2:51][CH2:52]4)=[CH:40][C:41]=3[O:45][CH3:46])[N:7]=2)[CH:18]=[CH:19][C:20]=1[O:34][CH3:35], predict the reactants needed to synthesize it. The reactants are: Cl[C:2]1[N:7]=[C:6]([C:8]2[N:12]3[CH:13]=[CH:14][CH:15]=[CH:16][C:11]3=[N:10][C:9]=2[C:17]2[CH:18]=[CH:19][C:20]([O:34][CH3:35])=[C:21]([CH:33]=2)[C:22]([NH:24][C:25]2[C:30]([F:31])=[CH:29][CH:28]=[CH:27][C:26]=2[F:32])=[O:23])[CH:5]=[CH:4][N:3]=1.[CH2:36]([C:38]1[C:39]([N:47]2[CH2:52][CH2:51][CH:50]([N:53]3[CH2:58][CH2:57][N:56]([S:59]([CH3:62])(=[O:61])=[O:60])[CH2:55][CH2:54]3)[CH2:49][CH2:48]2)=[CH:40][C:41]([O:45][CH3:46])=[C:42]([CH:44]=1)[NH2:43])[CH3:37].Cl.N.